This data is from Full USPTO retrosynthesis dataset with 1.9M reactions from patents (1976-2016). The task is: Predict the reactants needed to synthesize the given product. (1) Given the product [F:1][C:2]([F:17])([C:3]1[O:16][C:7]([C:8]2[CH:13]=[CH:12][CH:11]=[CH:10][C:9]=2[O:14][CH3:15])=[N:6][N:5]=1)[C:18]1[CH:45]=[CH:44][C:21]([C:22]([NH:24][C:25]2[C:29]([NH:30][C:31](=[O:37])[O:32][C:33]([CH3:36])([CH3:34])[CH3:35])=[CH:28][N:27]([C:38]3[CH:39]=[CH:40][CH:41]=[CH:42][CH:43]=3)[N:26]=2)=[O:23])=[CH:20][CH:19]=1, predict the reactants needed to synthesize it. The reactants are: [F:1][C:2]([C:18]1[CH:45]=[CH:44][C:21]([C:22]([NH:24][C:25]2[C:29]([NH:30][C:31](=[O:37])[O:32][C:33]([CH3:36])([CH3:35])[CH3:34])=[CH:28][N:27]([C:38]3[CH:43]=[CH:42][CH:41]=[CH:40][CH:39]=3)[N:26]=2)=[O:23])=[CH:20][CH:19]=1)([F:17])[C:3]([NH:5][NH:6][C:7](=[O:16])[C:8]1[CH:13]=[CH:12][CH:11]=[CH:10][C:9]=1[O:14][CH3:15])=O.CC[N+](S(N=C(OC)[O-])(=O)=O)(CC)CC. (2) Given the product [CH2:1]([O:5][C:6]1[N:14]=[C:13]2[C:9]([NH:10][C:11](=[O:24])[N:12]2[CH2:15][C:16]2[CH:21]=[CH:20][C:19]([CH2:22][Cl:29])=[CH:18][CH:17]=2)=[C:8]([NH2:26])[N:7]=1)[CH2:2][CH2:3][CH3:4], predict the reactants needed to synthesize it. The reactants are: [CH2:1]([O:5][C:6]1[N:14]=[C:13]2[C:9]([N:10]=[C:11]([O:24]C)[N:12]2[CH2:15][C:16]2[CH:21]=[CH:20][C:19]([CH2:22]O)=[CH:18][CH:17]=2)=[C:8]([NH2:26])[N:7]=1)[CH2:2][CH2:3][CH3:4].S(Cl)([Cl:29])=O.C1(C)C=CC=CC=1. (3) Given the product [CH3:1][C:2]1[CH:14]=[C:13]([CH2:15][N:16]([C:30]2[C:35]([CH3:36])=[C:34]([C:37]3[CH:38]=[CH:39][C:40]([C:43]([F:45])([F:46])[F:44])=[CH:41][CH:42]=3)[N:33]=[CH:32][N:31]=2)[CH2:17][CH2:18][CH3:19])[CH:12]=[CH:11][C:3]=1[O:4][CH2:5][C:6]([O:8][CH2:9][CH3:10])=[O:7], predict the reactants needed to synthesize it. The reactants are: [CH3:1][C:2]1[CH:14]=[C:13]([CH2:15][NH:16][CH2:17][CH2:18][CH3:19])[CH:12]=[CH:11][C:3]=1[O:4][CH2:5][C:6]([O:8][CH2:9][CH3:10])=[O:7].C(N(CC)C(C)C)(C)C.Cl[C:30]1[C:35]([CH3:36])=[C:34]([C:37]2[CH:42]=[CH:41][C:40]([C:43]([F:46])([F:45])[F:44])=[CH:39][CH:38]=2)[N:33]=[CH:32][N:31]=1.